Dataset: Buchwald-Hartwig C-N cross coupling reaction yields with 55,370 reactions. Task: Predict the reaction yield, written as a fraction of the theoretical maximum amount of product (1.0 means a 100% yield; for example, 0.34 means a 34% yield). (1) The reactants are FC(F)(F)c1ccc(Cl)cc1.Cc1ccc(N)cc1.O=S(=O)(O[Pd]1c2ccccc2-c2ccccc2N~1)C(F)(F)F.COc1ccc(OC)c(P(C(C)(C)C)C(C)(C)C)c1-c1c(C(C)C)cc(C(C)C)cc1C(C)C.CCN=P(N=P(N(C)C)(N(C)C)N(C)C)(N(C)C)N(C)C.CCOC(=O)c1cc(OC)no1. No catalyst specified. The product is Cc1ccc(Nc2ccc(C(F)(F)F)cc2)cc1. The yield is 0.0715. (2) No catalyst specified. The product is Cc1ccc(Nc2cccnc2)cc1. The yield is 0.416. The reactants are Clc1cccnc1.Cc1ccc(N)cc1.O=S(=O)(O[Pd]1c2ccccc2-c2ccccc2N~1)C(F)(F)F.COc1ccc(OC)c(P([C@]23C[C@H]4C[C@H](C[C@H](C4)C2)C3)[C@]23C[C@H]4C[C@H](C[C@H](C4)C2)C3)c1-c1c(C(C)C)cc(C(C)C)cc1C(C)C.CN1CCCN2CCCN=C12.c1ccc(-c2ccon2)cc1.